This data is from Catalyst prediction with 721,799 reactions and 888 catalyst types from USPTO. The task is: Predict which catalyst facilitates the given reaction. The catalyst class is: 28. Reactant: [OH:1][C:2]1[CH:3]=[C:4]([CH:7]=[C:8]([OH:11])[C:9]=1[OH:10])[C:5]#[N:6].[CH2:12]([OH:14])[CH3:13].Cl. Product: [OH:1][C:2]1[CH:3]=[C:4]([C:5](=[NH:6])[O:14][CH2:12][CH3:13])[CH:7]=[C:8]([OH:11])[C:9]=1[OH:10].